This data is from Full USPTO retrosynthesis dataset with 1.9M reactions from patents (1976-2016). The task is: Predict the reactants needed to synthesize the given product. (1) Given the product [Cl:1][C:2]1[C:3]2[S:20][C:19](=[O:21])[NH:18][C:4]=2[N:5]=[C:6]([S:8][CH2:9][C:10]2[CH:15]=[CH:14][CH:13]=[C:12]([F:16])[C:11]=2[F:17])[N:7]=1, predict the reactants needed to synthesize it. The reactants are: [Cl:1][C:2]1[C:3]2[S:20][C:19]([O:21]C)=[N:18][C:4]=2[N:5]=[C:6]([S:8][CH2:9][C:10]2[CH:15]=[CH:14][CH:13]=[C:12]([F:16])[C:11]=2[F:17])[N:7]=1.Cl.O. (2) Given the product [Br:8][C:6]1[CH:7]=[C:2]([NH:1][C:12]2[C:21]3[C:16](=[CH:17][C:18]([F:23])=[CH:19][C:20]=3[F:22])[N:15]=[C:14]([C:24]3[CH:29]=[CH:28][CH:27]=[CH:26][N:25]=3)[C:13]=2[CH3:30])[CH:3]=[N:4][CH:5]=1, predict the reactants needed to synthesize it. The reactants are: [NH2:1][C:2]1[CH:3]=[N:4][CH:5]=[C:6]([Br:8])[CH:7]=1.[H-].[Na+].Cl[C:12]1[C:21]2[C:16](=[CH:17][C:18]([F:23])=[CH:19][C:20]=2[F:22])[N:15]=[C:14]([C:24]2[CH:29]=[CH:28][CH:27]=[CH:26][N:25]=2)[C:13]=1[CH3:30].C(=O)([O-])[O-].[Na+].[Na+]. (3) Given the product [Cl:21][C:18]1[CH:17]=[CH:16][N:15]=[C:14]2[CH:13]=[C:12]([C:10]([N:6]3[CH2:7][CH2:8][CH2:9][C@@H:5]3[CH2:4][O:3][CH2:22][CH3:23])=[O:11])[S:20][C:19]=12, predict the reactants needed to synthesize it. The reactants are: [H-].[Na+].[OH:3][CH2:4][C@H:5]1[CH2:9][CH2:8][CH2:7][N:6]1[C:10]([C:12]1[S:20][C:19]2[C:14](=[N:15][CH:16]=[CH:17][C:18]=2[Cl:21])[CH:13]=1)=[O:11].[CH2:22](I)[CH3:23]. (4) The reactants are: [Cl:1][C:2]1[CH:3]=[C:4]([C:14]#[N:15])[C:5]([NH:8]C(=O)OCC)=[N:6][CH:7]=1.[C:16]([NH:19][NH2:20])(=[O:18])C.[C:21]1(OC2C=CC=CC=2)C=CC=C[CH:22]=1. Given the product [Cl:1][C:2]1[CH:7]=[N:6][C:5]2[N:8]=[C:16]([OH:18])[N:19]3[N:20]=[C:21]([CH3:22])[N:15]=[C:14]3[C:4]=2[CH:3]=1, predict the reactants needed to synthesize it.